Task: Predict the product of the given reaction.. Dataset: Forward reaction prediction with 1.9M reactions from USPTO patents (1976-2016) (1) Given the reactants Cl[C:2]1[C:12]2[CH2:11][CH2:10][N:9]([C:13]3[C:18]([C:19]([F:22])([F:21])[F:20])=[CH:17][CH:16]=[CH:15][N:14]=3)[CH2:8][CH2:7][C:6]=2[N:5]=[C:4]([N:23]2[CH2:28][CH2:27][O:26][CH2:25][CH2:24]2)[N:3]=1.[C:29]([C:33]1[CH:39]=[CH:38][C:36]([NH2:37])=[CH:35][CH:34]=1)([CH3:32])([CH3:31])[CH3:30], predict the reaction product. The product is: [C:29]([C:33]1[CH:34]=[CH:35][C:36]([NH:37][C:2]2[C:12]3[CH2:11][CH2:10][N:9]([C:13]4[C:18]([C:19]([F:21])([F:22])[F:20])=[CH:17][CH:16]=[CH:15][N:14]=4)[CH2:8][CH2:7][C:6]=3[N:5]=[C:4]([N:23]3[CH2:28][CH2:27][O:26][CH2:25][CH2:24]3)[N:3]=2)=[CH:38][CH:39]=1)([CH3:32])([CH3:30])[CH3:31]. (2) Given the reactants C([BH3-])#N.[Na+].[O:5]1[C:15]2=[C:16]3[C:11](=[CH:12][CH:13]=[CH:14]2)[C:10]([CH2:17][N:18]2[C:26](=[O:27])[C:25]4[C:20](=[CH:21][CH:22]=[CH:23][CH:24]=4)[C:19]2=[O:28])=[CH:9][N:8]3[CH2:7][CH2:6]1.[OH-].[Na+], predict the reaction product. The product is: [O:5]1[C:15]2=[C:16]3[C:11](=[CH:12][CH:13]=[CH:14]2)[CH:10]([CH2:17][N:18]2[C:26](=[O:27])[C:25]4[C:20](=[CH:21][CH:22]=[CH:23][CH:24]=4)[C:19]2=[O:28])[CH2:9][N:8]3[CH2:7][CH2:6]1. (3) The product is: [CH3:27][O:28][C:29]1[CH:30]=[C:31]2[C:36](=[CH:37][C:38]=1[O:39][CH3:40])[N:35]=[CH:34][N:33]=[C:32]2[O:41][C:42]1[CH:43]=[C:44]([NH:45][C:13]([NH:12][C:11]2[N:7]([C:4]3[CH:3]=[CH:2][C:1]([CH3:26])=[CH:6][CH:5]=3)[N:8]=[C:9]([C:22]([F:23])([F:25])[F:24])[CH:10]=2)=[O:21])[CH:46]=[CH:47][CH:48]=1. Given the reactants [C:1]1([CH3:26])[CH:6]=[CH:5][C:4]([N:7]2[C:11]([NH:12][C:13](=[O:21])OC3C=CC=CC=3)=[CH:10][C:9]([C:22]([F:25])([F:24])[F:23])=[N:8]2)=[CH:3][CH:2]=1.[CH3:27][O:28][C:29]1[CH:30]=[C:31]2[C:36](=[CH:37][C:38]=1[O:39][CH3:40])[N:35]=[CH:34][N:33]=[C:32]2[O:41][C:42]1[CH:43]=[C:44]([CH:46]=[CH:47][CH:48]=1)[NH2:45], predict the reaction product. (4) Given the reactants Br[CH:2]([C:16]1[CH:21]=[CH:20][CH:19]=[CH:18][C:17]=1[F:22])[C:3]([C:5]1[CH:6]=[CH:7][C:8]2[O:13][CH2:12][C:11](=[O:14])[NH:10][C:9]=2[CH:15]=1)=O.[NH2:23][N:24]1[CH:28]=[N:27][N:26]=[C:25]1[SH:29], predict the reaction product. The product is: [F:22][C:17]1[CH:18]=[CH:19][CH:20]=[CH:21][C:16]=1[CH:2]1[S:29][C:25]2=[N:26][N:27]=[CH:28][N:24]2[N:23]=[C:3]1[C:5]1[CH:6]=[CH:7][C:8]2[O:13][CH2:12][C:11](=[O:14])[NH:10][C:9]=2[CH:15]=1.